From a dataset of Catalyst prediction with 721,799 reactions and 888 catalyst types from USPTO. Predict which catalyst facilitates the given reaction. (1) Reactant: [Cl:1][C:2]1[CH:7]=[CH:6][C:5]([CH2:8][C:9]([OH:11])=O)=[CH:4][CH:3]=1.[NH2:12][C:13]1[N:14]=[CH:15][C:16]2[C:21]([C:22]([C:24]3[CH:29]=[CH:28][N:27]=[C:26]([NH2:30])[CH:25]=3)=[O:23])=[CH:20][N:19]([CH:31]([CH3:33])[CH3:32])[C:17]=2[N:18]=1.CCN(CC)CC.C(P1(=O)OP(CCC)(=O)OP(CCC)(=O)O1)CC. Product: [NH2:12][C:13]1[N:14]=[CH:15][C:16]2[C:21]([C:22]([C:24]3[CH:29]=[CH:28][N:27]=[C:26]([NH:30][C:9](=[O:11])[CH2:8][C:5]4[CH:4]=[CH:3][C:2]([Cl:1])=[CH:7][CH:6]=4)[CH:25]=3)=[O:23])=[CH:20][N:19]([CH:31]([CH3:33])[CH3:32])[C:17]=2[N:18]=1. The catalyst class is: 56. (2) Reactant: [CH2:1]([O:8][C:9]1[CH:10]=[C:11]2[C:15](=[CH:16][CH:17]=1)[NH:14][CH:13]=[CH:12]2)[C:2]1[CH:7]=[CH:6][CH:5]=[CH:4][CH:3]=1.[H-].[Na+].N1C2C(=CC=CC=2)C=C1.Br[CH2:30][C:31]([O:33][CH2:34][CH3:35])=[O:32]. Product: [CH2:34]([O:33][C:31](=[O:32])[CH2:30][N:14]1[C:15]2[C:11](=[CH:10][C:9]([O:8][CH2:1][C:2]3[CH:3]=[CH:4][CH:5]=[CH:6][CH:7]=3)=[CH:17][CH:16]=2)[CH:12]=[CH:13]1)[CH3:35]. The catalyst class is: 3. (3) Reactant: [Cl:1][C:2]1[CH:9]=[CH:8][CH:7]=[C:6]([Cl:10])[C:3]=1[CH:4]=O.[CH3:11][O:12][C:13](=[O:22])[C:14]1[CH:19]=[CH:18][C:17]([NH2:20])=[C:16]([NH2:21])[CH:15]=1. Product: [CH3:11][O:12][C:13]([C:14]1[CH:19]=[CH:18][C:17]2[N:20]=[C:4]([C:3]3[C:2]([Cl:1])=[CH:9][CH:8]=[CH:7][C:6]=3[Cl:10])[NH:21][C:16]=2[CH:15]=1)=[O:22]. The catalyst class is: 197.